This data is from Forward reaction prediction with 1.9M reactions from USPTO patents (1976-2016). The task is: Predict the product of the given reaction. Given the reactants [Cl:1][C:2]1[CH:10]=[C:9]2[C:5]([C:6]([CH2:18][C:19]3[CH:24]=[CH:23][CH:22]=[C:21]([Cl:25])[CH:20]=3)([CH:12]3[CH2:17][CH2:16][NH:15][CH2:14][CH2:13]3)[C:7](=[O:11])[NH:8]2)=[CH:4][CH:3]=1.[N:26]([CH3:29])=[C:27]=[O:28], predict the reaction product. The product is: [CH3:29][NH:26][C:27]([N:15]1[CH2:16][CH2:17][CH:12]([C:6]2([CH2:18][C:19]3[CH:24]=[CH:23][CH:22]=[C:21]([Cl:25])[CH:20]=3)[C:5]3[C:9](=[CH:10][C:2]([Cl:1])=[CH:3][CH:4]=3)[NH:8][C:7]2=[O:11])[CH2:13][CH2:14]1)=[O:28].